Dataset: Forward reaction prediction with 1.9M reactions from USPTO patents (1976-2016). Task: Predict the product of the given reaction. (1) Given the reactants [CH3:1][O:2][C:3]1[CH:4]=[C:5]2[C:10](=[CH:11][C:12]=1[O:13][CH3:14])[N:9]=[CH:8][CH:7]=[C:6]2[O:15][C:16]1[C:22]([CH3:23])=[CH:21][C:19]([NH2:20])=[C:18]([CH3:24])[CH:17]=1.Cl[C:26](Cl)([O:28][C:29](=[O:35])OC(Cl)(Cl)Cl)Cl.[CH3:37][C:38](=C)[CH2:39]O.C(=O)(O)[O-].[Na+], predict the reaction product. The product is: [CH3:1][O:2][C:3]1[CH:4]=[C:5]2[C:10](=[CH:11][C:12]=1[O:13][CH3:14])[N:9]=[CH:8][CH:7]=[C:6]2[O:15][C:16]1[C:22]([CH3:23])=[CH:21][C:19]([NH:20][C:29](=[O:35])[O:28][CH2:26][C:38]([CH3:39])=[CH2:37])=[C:18]([CH3:24])[CH:17]=1. (2) Given the reactants [NH:1]1[C:9]2[C:4](=[CH:5][CH:6]=[CH:7][C:8]=2[C:10](OC)=[O:11])[CH:3]=[CH:2]1.[H-].[H-].[H-].[H-].[Li+].[Al+3].[CH2:20]1COC[CH2:21]1, predict the reaction product. The product is: [CH2:20]([C:2]1[NH:1][C:9]2[C:4]([CH:3]=1)=[CH:5][CH:6]=[CH:7][CH:8]=2)[CH3:21].[NH:1]1[C:9]2[C:4](=[CH:5][CH:6]=[CH:7][C:8]=2[CH2:10][OH:11])[CH:3]=[CH:2]1. (3) Given the reactants [O:1]1[C:5]2[CH:6]=[CH:7][CH:8]=[CH:9][C:4]=2[C:3]([C:10]2[CH:11]=[N:12][NH:13][C:14]=2[NH2:15])=[N:2]1.[Cl:16][C:17]1[CH:18]=[C:19]([C:24](=O)[CH2:25][C:26](OCC)=[O:27])[CH:20]=[CH:21][C:22]=1[Cl:23].CC1C=CC(S(O)(=O)=O)=CC=1, predict the reaction product. The product is: [O:1]1[C:5]2[CH:6]=[CH:7][CH:8]=[CH:9][C:4]=2[C:3]([C:10]2[CH:11]=[N:12][N:13]3[C:26](=[O:27])[CH:25]=[C:24]([C:19]4[CH:20]=[CH:21][C:22]([Cl:23])=[C:17]([Cl:16])[CH:18]=4)[NH:15][C:14]=23)=[N:2]1. (4) Given the reactants Cl[C:2]1[CH:7]=[C:6]([C:8]2[CH:16]=[CH:15][CH:14]=[C:13]3[C:9]=2[CH:10]=[N:11][NH:12]3)[N:5]=[C:4]2[N:17]([CH3:20])[N:18]=[CH:19][C:3]=12.[CH3:21][C:22]1[CH:27]=[CH:26][CH:25]=[C:24]([CH3:28])[C:23]=1[OH:29].C(=O)([O-])[O-].[K+].[K+], predict the reaction product. The product is: [CH3:21][C:22]1[CH:27]=[CH:26][CH:25]=[C:24]([CH3:28])[C:23]=1[O:29][C:2]1[CH:7]=[C:6]([C:8]2[CH:16]=[CH:15][CH:14]=[C:13]3[C:9]=2[CH:10]=[N:11][NH:12]3)[N:5]=[C:4]2[N:17]([CH3:20])[N:18]=[CH:19][C:3]=12. (5) The product is: [Br:1][C:2]1[C:10]2[C:5](=[CH:6][C:7]([C:11]([NH:31][C@@H:29]([C:27]3[O:26][N:25]=[C:24]([CH3:23])[N:28]=3)[CH3:30])=[O:13])=[CH:8][CH:9]=2)[N:4]([C:14]2[CH:15]=[CH:16][C:17]([CH3:20])=[CH:18][CH:19]=2)[N:3]=1. Given the reactants [Br:1][C:2]1[C:10]2[C:5](=[CH:6][C:7]([C:11]([OH:13])=O)=[CH:8][CH:9]=2)[N:4]([C:14]2[CH:19]=[CH:18][C:17]([CH3:20])=[CH:16][CH:15]=2)[N:3]=1.Cl.Cl.[CH3:23][C:24]1[N:28]=[C:27]([C@H:29]([NH2:31])[CH3:30])[O:26][N:25]=1.Cl.CN(C)CCCN=C=NCC.ON1C2N=CC=CC=2N=N1.CN1CCOCC1, predict the reaction product. (6) The product is: [O:1]1[CH2:6][CH2:5][CH:4]([CH2:7][CH2:8][C:9]([OH:11])=[O:10])[CH2:3][CH2:2]1. Given the reactants [O:1]1[CH2:6][CH2:5][CH:4](/[CH:7]=[CH:8]\[C:9]([O:11]CC)=[O:10])[CH2:3][CH2:2]1.[H][H].[OH-].[Na+].O, predict the reaction product. (7) Given the reactants C(OC([NH:8][C@@H:9]([CH2:13][CH2:14][CH2:15][CH2:16][CH2:17][CH:18]=[CH2:19])[C:10]([OH:12])=[O:11])=O)(C)(C)C.[ClH:20].[CH3:21][CH2:22]O, predict the reaction product. The product is: [ClH:20].[NH2:8][C@@H:9]([CH2:13][CH2:14][CH2:15][CH2:16][CH2:17][CH:18]=[CH2:19])[C:10]([O:12][CH2:21][CH3:22])=[O:11].